This data is from Forward reaction prediction with 1.9M reactions from USPTO patents (1976-2016). The task is: Predict the product of the given reaction. (1) The product is: [ClH:1].[ClH:1].[C:15]1([C:21]2[O:22][CH:23]=[C:24]([C:26]([N:28]3[CH2:33][CH2:32][NH:31][CH2:30][CH:29]3[CH2:41][O:42][C:43]3[CH:44]=[N:45][CH:46]=[CH:47][CH:48]=3)=[O:27])[N:25]=2)[CH:16]=[CH:17][CH:18]=[CH:19][CH:20]=1. Given the reactants [ClH:1].O1CCOCC1.OC(C(F)(F)F)=O.[C:15]1([C:21]2[O:22][CH:23]=[C:24]([C:26]([N:28]3[CH2:33][CH2:32][N:31](C(OC(C)(C)C)=O)[CH2:30][CH:29]3[CH2:41][O:42][C:43]3[CH:44]=[N:45][CH:46]=[CH:47][CH:48]=3)=[O:27])[N:25]=2)[CH:20]=[CH:19][CH:18]=[CH:17][CH:16]=1, predict the reaction product. (2) The product is: [O:32]=[C:26]1[CH:25]([N:18]2[C:17](=[O:33])[C:16]3[C:20](=[CH:21][CH:22]=[CH:23][C:15]=3[CH2:14][NH:13][C:34](=[O:37])[CH2:35][CH3:36])[C:19]2=[O:24])[CH2:30][CH2:29][C:28](=[O:31])[NH:27]1. Given the reactants N12CCCN=C1CCCCC2.Cl.[NH2:13][CH2:14][C:15]1[CH:23]=[CH:22][CH:21]=[C:20]2[C:16]=1[C:17](=[O:33])[N:18]([CH:25]1[CH2:30][CH2:29][C:28](=[O:31])[NH:27][C:26]1=[O:32])[C:19]2=[O:24].[C:34](Cl)(=[O:37])[CH2:35][CH3:36], predict the reaction product. (3) Given the reactants [Br:1][C:2]1[CH:7]=[CH:6][C:5]([S:8](Cl)(=[O:10])=[O:9])=[C:4]([F:12])[CH:3]=1.C(N(CC)CC)C.[CH2:20]([NH:27][CH2:28][C:29]1[CH:34]=[CH:33][CH:32]=[CH:31][CH:30]=1)[C:21]1[CH:26]=[CH:25][CH:24]=[CH:23][CH:22]=1, predict the reaction product. The product is: [CH2:28]([N:27]([CH2:20][C:21]1[CH:26]=[CH:25][CH:24]=[CH:23][CH:22]=1)[S:8]([C:5]1[CH:6]=[CH:7][C:2]([Br:1])=[CH:3][C:4]=1[F:12])(=[O:10])=[O:9])[C:29]1[CH:34]=[CH:33][CH:32]=[CH:31][CH:30]=1.